From a dataset of Full USPTO retrosynthesis dataset with 1.9M reactions from patents (1976-2016). Predict the reactants needed to synthesize the given product. Given the product [CH3:1][O:2][P:3]([C:7]1[CH:8]=[C:9]2[C:13](=[CH:14][CH:15]=1)[NH:12][N:11]=[C:10]2/[CH:16]=[CH:17]/[C:18]1[CH:23]=[CH:22][CH:21]=[CH:20][CH:19]=1)(=[O:4])[OH:6], predict the reactants needed to synthesize it. The reactants are: [CH3:1][O:2][P:3]([C:7]1[CH:8]=[C:9]2[C:13](=[CH:14][CH:15]=1)[NH:12][N:11]=[C:10]2/[CH:16]=[CH:17]/[C:18]1[CH:23]=[CH:22][CH:21]=[CH:20][CH:19]=1)(=[O:6])[O:4]C.Cl.